The task is: Predict the reactants needed to synthesize the given product.. This data is from Full USPTO retrosynthesis dataset with 1.9M reactions from patents (1976-2016). (1) Given the product [Na+:33].[CH2:1]([N:8]1[C:12]2=[C:13]([N:20]3[CH2:29][CH2:28][C:27]4[C:22](=[CH:23][CH:24]=[CH:25][CH:26]=4)[CH2:21]3)[N:14]=[C:15]([C:17]([O-:19])=[O:18])[CH:16]=[C:11]2[C:10]([CH3:30])=[C:9]1[CH3:31])[C:2]1[CH:3]=[CH:4][CH:5]=[CH:6][CH:7]=1, predict the reactants needed to synthesize it. The reactants are: [CH2:1]([N:8]1[C:12]2=[C:13]([N:20]3[CH2:29][CH2:28][C:27]4[C:22](=[CH:23][CH:24]=[CH:25][CH:26]=4)[CH2:21]3)[N:14]=[C:15]([C:17]([OH:19])=[O:18])[CH:16]=[C:11]2[C:10]([CH3:30])=[C:9]1[CH3:31])[C:2]1[CH:7]=[CH:6][CH:5]=[CH:4][CH:3]=1.[H-].[Na+:33]. (2) Given the product [CH3:24][O:20][C@H:21]1[C:13](=[O:12])[CH2:5][CH2:2][O:4][CH2:22]1, predict the reactants needed to synthesize it. The reactants are: C[C:2]([CH3:5])([O-:4])C.[Na+].S([O:12][CH3:13])(OC)(=O)=O.Cl.C([O-])(O)=O.[Na+].[O:20]1[CH2:24]C[CH2:22][CH2:21]1. (3) Given the product [N+:34]([CH2:37][CH:7]([C:1]1[CH:2]=[CH:3][CH:4]=[CH:5][CH:6]=1)[CH2:8][C:9]([NH:11][C:12]1[CH:13]=[CH:14][C:15]([C:16]([O:18][CH2:19][CH3:22])=[O:17])=[CH:20][CH:21]=1)=[O:10])([O-:36])=[O:35], predict the reactants needed to synthesize it. The reactants are: [C:1]1([CH:7]=[CH:8][C:9]([NH:11][C:12]2[CH:21]=[CH:20][C:15]([C:16]([O:18][CH3:19])=[O:17])=[CH:14][CH:13]=2)=[O:10])[CH:6]=[CH:5][CH:4]=[CH:3][CH:2]=1.[CH2:22]1CCN2C(=NCCC2)CC1.Cl.[N+:34]([CH3:37])([O-:36])=[O:35]. (4) The reactants are: [C:1]([C:3]1[CH:4]=[C:5]([CH:7]=[CH:8][CH:9]=1)[NH2:6])#[CH:2].Br[C:11]1[CH:12]=[N:13][CH:14]=[C:15]([CH:18]=1)[C:16]#[N:17]. Given the product [NH2:6][C:5]1[CH:4]=[C:3]([C:1]#[C:2][C:11]2[CH:12]=[N:13][CH:14]=[C:15]([CH:18]=2)[C:16]#[N:17])[CH:9]=[CH:8][CH:7]=1, predict the reactants needed to synthesize it. (5) Given the product [C:15]([O:19][C:20](=[O:35])[NH:21][C@H:22]([C:26]([N:28]1[CH2:33][CH2:32][CH:31]([O:34][C:37]2[CH:42]=[CH:41][C:40]([CH3:43])=[CH:39][N:38]=2)[CH2:30][CH2:29]1)=[O:27])[CH:23]([CH3:25])[CH3:24])([CH3:17])([CH3:18])[CH3:16], predict the reactants needed to synthesize it. The reactants are: N(C(OC(C)C)=O)=NC(OC(C)C)=O.[C:15]([O:19][C:20](=[O:35])[NH:21][C@H:22]([C:26]([N:28]1[CH2:33][CH2:32][CH:31]([OH:34])[CH2:30][CH2:29]1)=[O:27])[CH:23]([CH3:25])[CH3:24])([CH3:18])([CH3:17])[CH3:16].O[C:37]1[CH:42]=[CH:41][C:40]([CH3:43])=[CH:39][N:38]=1.C1(P(C2C=CC=CC=2)C2C=CC=CC=2)C=CC=CC=1. (6) Given the product [Cl:11][C:12]1[CH:17]=[C:16]([F:18])[CH:15]=[CH:14][C:13]=1[O:19][C:2]1[CH:9]=[CH:8][CH:7]=[C:6]([CH3:10])[C:3]=1[CH:4]=[O:5], predict the reactants needed to synthesize it. The reactants are: F[C:2]1[CH:9]=[CH:8][CH:7]=[C:6]([CH3:10])[C:3]=1[CH:4]=[O:5].[Cl:11][C:12]1[CH:17]=[C:16]([F:18])[CH:15]=[CH:14][C:13]=1[OH:19].C(=O)([O-])[O-].[Cs+].[Cs+]. (7) Given the product [Br:2][CH2:13][C:7]1[CH:8]=[C:9]([I:12])[CH:10]=[CH:11][C:6]=1[F:5], predict the reactants needed to synthesize it. The reactants are: P(Br)(Br)[Br:2].[F:5][C:6]1[CH:11]=[CH:10][C:9]([I:12])=[CH:8][C:7]=1[CH2:13]O.